Dataset: Full USPTO retrosynthesis dataset with 1.9M reactions from patents (1976-2016). Task: Predict the reactants needed to synthesize the given product. (1) Given the product [CH3:34][C:31]1[CH:32]=[CH:33][N:20]2[C:21]=1[C:22](=[O:30])[N:23]([C:24]1[CH:29]=[CH:28][CH:27]=[CH:26][CH:25]=1)[C:18]([C@@H:16]([NH:15][C:13]1[C:14]3[C:6]([C:3]4[CH:4]=[CH:5][N:1]([CH2:45][C:44]([F:48])([F:47])[F:43])[N:2]=4)=[CH:7][NH:8][C:9]=3[N:10]=[CH:11][N:12]=1)[CH3:17])=[N:19]2, predict the reactants needed to synthesize it. The reactants are: [NH:1]1[CH:5]=[CH:4][C:3]([C:6]2[C:14]3[C:13]([NH:15][C@H:16]([C:18]4[N:23]([C:24]5[CH:29]=[CH:28][CH:27]=[CH:26][CH:25]=5)[C:22](=[O:30])[C:21]5=[C:31]([CH3:34])[CH:32]=[CH:33][N:20]5[N:19]=4)[CH3:17])=[N:12][CH:11]=[N:10][C:9]=3[N:8](COCC[Si](C)(C)C)[CH:7]=2)=[N:2]1.[F:43][C:44]([F:48])([F:47])[CH2:45]I.C(=O)([O-])[O-].[Cs+].[Cs+].FC(F)(F)C(O)=O.N. (2) Given the product [CH3:11][C:7]1[CH:6]=[C:19]([CH:10]=[CH:9][N:8]=1)[C:18]([OH:21])=[O:20], predict the reactants needed to synthesize it. The reactants are: CN(C)C=CC1[CH:10]=[CH:9][N:8]=[C:7]([CH3:11])[CH:6]=1.O=[O+][O-].OO.[C:18]([OH:21])(=[O:20])[CH3:19]. (3) Given the product [CH:11]1[CH:12]=[CH:13][C:14]2[N:15]([C:16]([NH2:18])=[O:17])[C:4]3[CH:3]=[CH:2][CH:1]=[CH:6][C:5]=3[CH:7]=[CH:8][C:9]=2[CH:10]=1.[N:19]1[C:20]([C:28]([OH:30])=[O:29])=[CH:21][CH:22]=[CH:23][C:24]=1[C:25]([OH:27])=[O:26], predict the reactants needed to synthesize it. The reactants are: [CH:1]1[CH:2]=[CH:3][C:4]2[N:15]([C:16]([NH2:18])=[O:17])[C:14]3[CH:13]=[CH:12][CH:11]=[CH:10][C:9]=3[CH:8]=[CH:7][C:5]=2[CH:6]=1.[N:19]1[C:24]([C:25]([OH:27])=[O:26])=[CH:23][CH:22]=[CH:21][C:20]=1[C:28]([OH:30])=[O:29].